The task is: Predict the reactants needed to synthesize the given product.. This data is from Full USPTO retrosynthesis dataset with 1.9M reactions from patents (1976-2016). (1) Given the product [Cl:3][C:4]1[C:12]([CH3:13])=[C:11]([NH:2][CH3:1])[C:10]([N+:15]([O-:17])=[O:16])=[CH:9][C:5]=1[C:6]([OH:8])=[O:7], predict the reactants needed to synthesize it. The reactants are: [CH3:1][NH2:2].[Cl:3][C:4]1[C:12]([CH3:13])=[C:11](F)[C:10]([N+:15]([O-:17])=[O:16])=[CH:9][C:5]=1[C:6]([OH:8])=[O:7].Cl. (2) The reactants are: [Cl:1][C:2]1[CH:7]=[C:6]([N+:8]([O-])=O)[CH:5]=[C:4]([N+:11]([O-:13])=[O:12])[CH:3]=1.[NH4+]=S. Given the product [Cl:1][C:2]1[CH:7]=[C:6]([CH:5]=[C:4]([N+:11]([O-:13])=[O:12])[CH:3]=1)[NH2:8], predict the reactants needed to synthesize it. (3) Given the product [CH:1]1([S:4]([NH:7][CH:8]2[CH2:12][CH:11]([C:13]([OH:15])=[O:14])[CH:10]([CH3:18])[CH2:9]2)(=[O:6])=[O:5])[CH2:2][CH2:3]1, predict the reactants needed to synthesize it. The reactants are: [CH:1]1([S:4]([NH:7][CH:8]2[CH2:12][CH:11]([C:13]([O:15]CC)=[O:14])[CH:10]([CH3:18])[CH2:9]2)(=[O:6])=[O:5])[CH2:3][CH2:2]1.[OH-].[Na+].Cl. (4) Given the product [Br:1][C:2]1[CH:3]=[C:4]([CH3:27])[C:5]([CH:8]2[CH2:13][C:12]([CH3:28])([S:14]([C:17]3[CH:22]=[CH:21][CH:20]=[C:19]([C:23]([F:26])([F:25])[F:24])[CH:18]=3)(=[O:16])=[O:15])[CH2:11][CH2:10][O:9]2)=[N:6][CH:7]=1, predict the reactants needed to synthesize it. The reactants are: [Br:1][C:2]1[CH:3]=[C:4]([CH3:27])[C:5]([CH:8]2[CH2:13][CH:12]([S:14]([C:17]3[CH:22]=[CH:21][CH:20]=[C:19]([C:23]([F:26])([F:25])[F:24])[CH:18]=3)(=[O:16])=[O:15])[CH2:11][CH2:10][O:9]2)=[N:6][CH:7]=1.[CH3:28]C([O-])(C)C.[K+]. (5) Given the product [F:7][C:2]([F:1])([CH2:3][CH2:4][CH2:5][CH3:6])[C:8](=[O:21])[CH2:9][CH2:10][C@@H:11]1[C@@H:16]2[C@@H:15]([O:19][C:18](=[O:20])[CH2:17]2)[CH2:14][C@H:12]1[O:13][CH:23]1[CH2:24][CH2:25][CH2:26][CH2:27][O:22]1, predict the reactants needed to synthesize it. The reactants are: [F:1][C:2]([C:8]1([OH:21])[O:13][C@@H:12]2[CH2:14][C@@H:15]3[O:19][C:18](=[O:20])[CH2:17][C@@H:16]3[CH:11]2[CH2:10][CH2:9]1)([F:7])[CH2:3][CH2:4][CH2:5][CH3:6].[O:22]1[CH:27]=[CH:26][CH2:25][CH2:24][CH2:23]1.C(=O)(O)[O-].[Na+]. (6) Given the product [C:2]1([NH:1][C:8]2[CH:17]=[N:16][C:15]3[C:10](=[CH:11][CH:12]=[C:13]([O:18][C@@H:20]4[CH2:24][CH2:23][O:22][CH2:21]4)[CH:14]=3)[N:9]=2)[CH:3]=[CH:4][CH:5]=[CH:6][CH:7]=1, predict the reactants needed to synthesize it. The reactants are: [NH:1]([C:8]1[CH:17]=[N:16][C:15]2[C:10](=[CH:11][CH:12]=[C:13]([OH:18])[CH:14]=2)[N:9]=1)[C:2]1[CH:7]=[CH:6][CH:5]=[CH:4][CH:3]=1.O[C@H:20]1[CH2:24][CH2:23][O:22][CH2:21]1.C1(P(C2C=CC=CC=2)C2C=CC=CC=2)C=CC=CC=1.CCOC(/N=N/C(OCC)=O)=O. (7) Given the product [C:56]([C:43]1[CH:48]=[CH:47][C:46]([CH2:12][CH:2]([NH:1][C:35]([C:30]2[C:31]3[C:26](=[C:25]([Cl:24])[CH:34]=[CH:33][CH:32]=3)[CH:27]=[CH:28][CH:29]=2)=[O:37])[CH:3]([C:5]2[CH:10]=[CH:9][C:8]([F:11])=[CH:7][CH:6]=2)[OH:4])=[CH:45][CH:44]=1)([CH3:57])([CH3:61])[CH3:55], predict the reactants needed to synthesize it. The reactants are: [NH2:1][CH:2]([CH2:12]CC1C=CC(C(C)(C)C)=CC=1)[CH:3]([C:5]1[CH:10]=[CH:9][C:8]([F:11])=[CH:7][CH:6]=1)[OH:4].[Cl:24][C:25]1[CH:34]=[CH:33][CH:32]=[C:31]2[C:26]=1[CH:27]=[CH:28][CH:29]=[C:30]2[C:35]([OH:37])=O.O.ON1[C:44]2[CH:45]=[CH:46][CH:47]=[CH:48][C:43]=2N=N1.Cl.C(N=C=N[CH2:55][CH2:56][CH2:57]N(C)C)C.[CH3:61]N(C)C=O. (8) Given the product [F:1][C:2]1[CH:3]=[CH:4][C:5]([C:8]2[C:9]([NH2:37])=[N:10][CH:11]=[N:12][C:13]=2[N:14]2[CH2:15][CH2:16][CH:17]([C:20]3[NH:21][CH:22]=[C:23]([C:25]4[CH:30]=[CH:29][C:28]([F:31])=[C:27]([C:32]([F:33])([F:35])[F:34])[CH:26]=4)[N:24]=3)[CH2:18][CH2:19]2)=[CH:6][CH:7]=1, predict the reactants needed to synthesize it. The reactants are: [F:1][C:2]1[CH:7]=[CH:6][C:5]([C:8]2[C:9]([NH2:37])=[N:10][CH:11]=[N:12][C:13]=2[N:14]2[CH2:19][CH2:18][CH:17]([C:20]3[N:21](C)[CH:22]=[C:23]([C:25]4[CH:30]=[CH:29][C:28]([F:31])=[C:27]([C:32]([F:35])([F:34])[F:33])[CH:26]=4)[N:24]=3)[CH2:16][CH2:15]2)=[CH:4][CH:3]=1.BrC1C(N2CCC(C3NC=C(C4C=CC(F)=C(C(F)(F)F)C=4)N=3)CC2)=NC=NC=1. (9) Given the product [CH3:9][C@@H:8]1[CH2:7][CH2:6][CH2:5][N:4]([C:10]([C:12]2[CH:17]=[C:16]([CH3:18])[CH:15]=[CH:14][C:13]=2[N:19]2[N:23]=[CH:22][CH:21]=[N:20]2)=[O:11])[C@@H:3]1[CH2:2][NH:1][C:25]1[N:30]=[C:29]([C:31]([F:34])([F:33])[F:32])[CH:28]=[CH:27][N:26]=1, predict the reactants needed to synthesize it. The reactants are: [NH2:1][CH2:2][C@@H:3]1[C@H:8]([CH3:9])[CH2:7][CH2:6][CH2:5][N:4]1[C:10]([C:12]1[CH:17]=[C:16]([CH3:18])[CH:15]=[CH:14][C:13]=1[N:19]1[N:23]=[CH:22][CH:21]=[N:20]1)=[O:11].Cl[C:25]1[N:30]=[C:29]([C:31]([F:34])([F:33])[F:32])[CH:28]=[CH:27][N:26]=1. (10) Given the product [S:15]1[C:16]2[CH:25]=[CH:24][C:19]([C:20]([O:22][CH3:23])=[O:21])=[CH:18][C:17]=2[N:26]=[CH:31]1, predict the reactants needed to synthesize it. The reactants are: [N+:26]([C:17]1[CH:18]=[C:19]([CH:24]=[CH:25][C:16]=1[S:15][S:15][C:16]1[CH:25]=[CH:24][C:19]([C:20]([O:22][CH3:23])=[O:21])=[CH:18][C:17]=1[N+:26]([O-])=O)[C:20]([O:22][CH3:23])=[O:21])([O-])=O.[Sn].Cl.[CH2:31](O)C.